From a dataset of Forward reaction prediction with 1.9M reactions from USPTO patents (1976-2016). Predict the product of the given reaction. (1) Given the reactants [CH2:1]([O:3][C:4](=[O:12])[C:5]1[CH:10]=[CH:9][C:8]([NH2:11])=[CH:7][CH:6]=1)[CH3:2].[N+:13]([C:16]1[CH:23]=[CH:22][CH:21]=[CH:20][C:17]=1[CH:18]=O)([O-:15])=[O:14], predict the reaction product. The product is: [N+:13]([C:16]1[CH:23]=[CH:22][CH:21]=[CH:20][C:17]=1[CH:18]=[N:11][C:8]1[CH:9]=[CH:10][C:5]([C:4]([O:3][CH2:1][CH3:2])=[O:12])=[CH:6][CH:7]=1)([O-:15])=[O:14]. (2) Given the reactants [NH2:1][C:2]1[CH:7]=[CH:6][CH:5]=[CH:4][C:3]=1[S:8]([NH2:11])(=[O:10])=[O:9].[Br:12][C:13]1[CH:14]=[C:15]([S:19](Cl)(=[O:21])=[O:20])[CH:16]=[CH:17][CH:18]=1, predict the reaction product. The product is: [Br:12][C:13]1[CH:14]=[C:15]([S:19]([NH:1][C:2]2[CH:7]=[CH:6][CH:5]=[CH:4][C:3]=2[S:8](=[O:9])(=[O:10])[NH2:11])(=[O:21])=[O:20])[CH:16]=[CH:17][CH:18]=1. (3) Given the reactants [N+:1]([C:4]1[CH:5]=[C:6]([C:11]2[CH:16]=[CH:15][CH:14]=[CH:13][CH:12]=2)[C:7](O)=[N:8][CH:9]=1)([O-:3])=[O:2].P(Br)(Br)([Br:19])=O.P(Br)(Br)Br, predict the reaction product. The product is: [Br:19][C:7]1[C:6]([C:11]2[CH:16]=[CH:15][CH:14]=[CH:13][CH:12]=2)=[CH:5][C:4]([N+:1]([O-:3])=[O:2])=[CH:9][N:8]=1. (4) Given the reactants [NH2:1][C:2]1[CH:3]=[C:4]([CH2:9][C:10]([N:12]([CH3:14])[CH3:13])=[O:11])[CH:5]=[CH:6][C:7]=1[NH2:8].[N:15]#[C:16]Br, predict the reaction product. The product is: [NH2:15][C:16]1[NH:8][C:7]2[CH:6]=[CH:5][C:4]([CH2:9][C:10]([N:12]([CH3:13])[CH3:14])=[O:11])=[CH:3][C:2]=2[N:1]=1. (5) Given the reactants [F:1][C:2]1[CH:23]=[C:22]([N+:24]([O-])=O)[CH:21]=[CH:20][C:3]=1[O:4][C:5]1[CH:10]=[CH:9][N:8]=[C:7]2[CH:11]=[C:12]([C:14]3[CH:19]=[CH:18][N:17]=[CH:16][CH:15]=3)[S:13][C:6]=12.[Cl-].[NH4+:28].[CH3:29][OH:30], predict the reaction product. The product is: [F:1][C:2]1[CH:23]=[C:22]([NH:24][C:5](=[O:4])[CH2:6][C:29]([NH:28][C:2]2[CH:23]=[CH:22][CH:21]=[CH:20][CH:3]=2)=[O:30])[CH:21]=[CH:20][C:3]=1[O:4][C:5]1[CH:10]=[CH:9][N:8]=[C:7]2[CH:11]=[C:12]([C:14]3[CH:19]=[CH:18][N:17]=[CH:16][CH:15]=3)[S:13][C:6]=12.